Task: Predict the product of the given reaction.. Dataset: Forward reaction prediction with 1.9M reactions from USPTO patents (1976-2016) (1) The product is: [NH2:74][C:71]1[CH:70]=[CH:69][C:68]([S:65]([N:60]([CH2:61][CH:62]([CH3:63])[CH3:64])[CH2:59][C@@H:58]([OH:77])[C@H:8]([CH2:1][C:2]2[CH:7]=[CH:6][CH:5]=[CH:4][CH:3]=2)[NH:9][C:10](=[O:57])[O:11][CH2:12][CH2:13][CH2:14][NH:15][C:16](=[O:56])[CH2:17][O:18][C:19]2[CH:20]=[C:21]([C@H:25]([O:38][C:39]([C@@H:41]3[CH2:46][CH2:45][CH2:44][CH2:43][N:42]3[C:47](=[O:55])[C:48](=[O:54])[C:49]([CH3:52])([CH3:53])[CH2:50][CH3:51])=[O:40])[CH2:26][CH2:27][C:28]3[CH:33]=[CH:32][C:31]([O:34][CH3:35])=[C:30]([O:36][CH3:37])[CH:29]=3)[CH:22]=[CH:23][CH:24]=2)(=[O:66])=[O:67])=[CH:73][CH:72]=1. Given the reactants [CH2:1]([C@@H:8]([C@H:58]([OH:77])[CH2:59][N:60]([S:65]([C:68]1[CH:73]=[CH:72][C:71]([N+:74]([O-])=O)=[CH:70][CH:69]=1)(=[O:67])=[O:66])[CH2:61][CH:62]([CH3:64])[CH3:63])[NH:9][C:10](=[O:57])[O:11][CH2:12][CH2:13][CH2:14][NH:15][C:16](=[O:56])[CH2:17][O:18][C:19]1[CH:20]=[C:21]([C@H:25]([O:38][C:39]([C@@H:41]2[CH2:46][CH2:45][CH2:44][CH2:43][N:42]2[C:47](=[O:55])[C:48](=[O:54])[C:49]([CH3:53])([CH3:52])[CH2:50][CH3:51])=[O:40])[CH2:26][CH2:27][C:28]2[CH:33]=[CH:32][C:31]([O:34][CH3:35])=[C:30]([O:36][CH3:37])[CH:29]=2)[CH:22]=[CH:23][CH:24]=1)[C:2]1[CH:7]=[CH:6][CH:5]=[CH:4][CH:3]=1, predict the reaction product. (2) Given the reactants [Cl:1][C:2]1[CH:3]=[CH:4][C:5]2[O:10][C:9]([C:11]3[CH:16]=[C:15]([Cl:17])[CH:14]=[CH:13][C:12]=3[OH:18])=[N:8][C:7](=O)[C:6]=2[CH:20]=1.Cl.[NH:22]([CH2:24][C:25]1[CH:30]=[CH:29][CH:28]=[CH:27][N:26]=1)[NH2:23].C(N(CC)CC)C, predict the reaction product. The product is: [Cl:1][C:2]1[CH:3]=[CH:4][C:5]([OH:10])=[C:6]([C:7]2[N:8]=[C:9]([C:11]3[CH:16]=[C:15]([Cl:17])[CH:14]=[CH:13][C:12]=3[OH:18])[N:22]([CH2:24][C:25]3[CH:30]=[CH:29][CH:28]=[CH:27][N:26]=3)[N:23]=2)[CH:20]=1. (3) Given the reactants Br[C:2]1[CH:3]=[C:4]([C:8]([O:10][CH3:11])=[O:9])[S:5][C:6]=1[Cl:7].[CH3:12][N:13]1[CH:17]=[CH:16][CH:15]=[N:14]1.C(=O)([O-])[O-].[K+].[K+].C(OCC)(=O)C.CCCCCC, predict the reaction product. The product is: [Cl:7][C:6]1[S:5][C:4]([C:8]([O:10][CH3:11])=[O:9])=[CH:3][C:2]=1[C:17]1[N:13]([CH3:12])[N:14]=[CH:15][CH:16]=1.